From a dataset of Forward reaction prediction with 1.9M reactions from USPTO patents (1976-2016). Predict the product of the given reaction. (1) Given the reactants [F:1][C:2]1[CH:3]=[CH:4][C:5]([C@@H:8]([NH:11][C:12]2[CH:17]=[CH:16][C:15]([N+:18]([O-])=O)=[C:14]([NH:21][C:22]3[CH:26]=[C:25]([O:27][CH:28]([CH3:30])[CH3:29])[NH:24][N:23]=3)[N:13]=2)[CH2:9][OH:10])=[N:6][CH:7]=1.[CH2:31](O)C.C(O)(=O)C.C(N)=N.C(OCC)(=O)C, predict the reaction product. The product is: [F:1][C:2]1[CH:3]=[CH:4][C:5]([C@@H:8]([NH:11][C:12]2[N:13]=[C:14]3[N:21]([C:22]4[CH:26]=[C:25]([O:27][CH:28]([CH3:30])[CH3:29])[NH:24][N:23]=4)[CH:31]=[N:18][C:15]3=[CH:16][CH:17]=2)[CH2:9][OH:10])=[N:6][CH:7]=1. (2) Given the reactants Cl[C:2]1[C:7]([Cl:8])=[CH:6][C:5]([O:9][CH2:10][CH:11]([O:15][CH2:16][CH3:17])[O:12][CH2:13][CH3:14])=[CH:4][N:3]=1.CC(C)([O-])C.[K+].[N:24]1[CH:29]=[CH:28][N:27]=[CH:26][C:25]=1[NH:30][C:31]1[C:40]2[C:35](=[CH:36][CH:37]=[C:38]([OH:41])[CH:39]=2)[N:34]=[CH:33][N:32]=1.[Cl-].[NH4+], predict the reaction product. The product is: [Cl:8][C:7]1[C:2]([O:41][C:38]2[CH:39]=[C:40]3[C:35](=[CH:36][CH:37]=2)[N:34]=[CH:33][N:32]=[C:31]3[NH:30][C:25]2[CH:26]=[N:27][CH:28]=[CH:29][N:24]=2)=[N:3][CH:4]=[C:5]([O:9][CH2:10][CH:11]([O:15][CH2:16][CH3:17])[O:12][CH2:13][CH3:14])[CH:6]=1. (3) Given the reactants [NH2:1][C:2]1[CH:37]=[CH:36][C:5]([O:6][C:7]2[CH:12]=[CH:11][C:10]([C:13]([C:22]3[CH:27]=[CH:26][C:25]([O:28][C:29]4[CH:34]=[CH:33][C:32]([NH2:35])=[CH:31][CH:30]=4)=[CH:24][CH:23]=3)([C:18]([F:21])([F:20])[F:19])[C:14]([F:17])([F:16])[F:15])=[CH:9][CH:8]=2)=[CH:4][CH:3]=1.F[C:39]1[CH:44]=[CH:43][CH:42]=[CH:41][C:40]=1[N+:45]([O-:47])=[O:46].[O-2:48].[Mg+2].[OH2:50], predict the reaction product. The product is: [N+:45]([C:40]1[CH:41]=[CH:42][CH:43]=[CH:44][C:39]=1[NH:35][C:32]1[CH:33]=[CH:34][C:29]([O:28][C:25]2[CH:26]=[CH:27][C:22]([C:13]([C:10]3[CH:11]=[CH:12][C:7]([O:6][C:5]4[CH:36]=[CH:37][C:2]([NH:1][C:3]5[CH:4]=[CH:5][CH:36]=[CH:37][C:2]=5[N+:1]([O-:50])=[O:48])=[CH:3][CH:4]=4)=[CH:8][CH:9]=3)([C:18]([F:19])([F:20])[F:21])[C:14]([F:16])([F:17])[F:15])=[CH:23][CH:24]=2)=[CH:30][CH:31]=1)([O-:47])=[O:46]. (4) The product is: [Cl:23][C:24]1[C:25]([CH2:30][NH:31][C:12]([C@H:10]2[CH2:11][N:4]3[C@H:5]([CH2:6][O:7][C@@H:2]([CH3:1])[C:3]3=[O:15])[CH2:8][CH2:9]2)=[O:14])=[N:26][CH:27]=[CH:28][N:29]=1. Given the reactants [CH3:1][C@@H:2]1[O:7][CH2:6][C@@H:5]2[CH2:8][CH2:9][C@@H:10]([C:12]([OH:14])=O)[CH2:11][N:4]2[C:3]1=[O:15].C(Cl)(=O)C(Cl)=O.Cl.[Cl:23][C:24]1[C:25]([CH2:30][NH2:31])=[N:26][CH:27]=[CH:28][N:29]=1.C(N(CC)CC)C, predict the reaction product. (5) Given the reactants Cl[C:2]1[C:7]([Cl:8])=[CH:6][CH:5]=[CH:4][N:3]=1.B(O)(O)[C:10]1[CH:11]=[CH:12][C:13]([CH3:16])=[CH:14][CH:15]=1.N#N, predict the reaction product. The product is: [Cl:8][C:7]1[C:2]([C:10]2[CH:15]=[CH:14][C:13]([CH3:16])=[CH:12][CH:11]=2)=[N:3][CH:4]=[CH:5][CH:6]=1. (6) Given the reactants I[C:2]1[C:10]2[C:5](=[CH:6][CH:7]=[C:8]([C:11]([NH:13][CH:14]([C:17]3[CH:22]=[CH:21][CH:20]=[CH:19][CH:18]=3)[CH2:15][CH3:16])=[O:12])[CH:9]=2)[NH:4][N:3]=1.[CH3:23][O:24][CH2:25][CH2:26][N:27]1[CH2:32][CH2:31][CH:30]([O:33][C:34]2[CH:39]=[CH:38][C:37](B3OC(C)(C)C(C)(C)O3)=[CH:36][CH:35]=2)[CH2:29][CH2:28]1, predict the reaction product. The product is: [CH3:23][O:24][CH2:25][CH2:26][N:27]1[CH2:32][CH2:31][CH:30]([O:33][C:34]2[CH:35]=[CH:36][C:37]([C:2]3[C:10]4[C:5](=[CH:6][CH:7]=[C:8]([C:11]([NH:13][CH:14]([C:17]5[CH:22]=[CH:21][CH:20]=[CH:19][CH:18]=5)[CH2:15][CH3:16])=[O:12])[CH:9]=4)[NH:4][N:3]=3)=[CH:38][CH:39]=2)[CH2:29][CH2:28]1.